From a dataset of Full USPTO retrosynthesis dataset with 1.9M reactions from patents (1976-2016). Predict the reactants needed to synthesize the given product. The reactants are: [CH3:1][O:2][C:3](=[O:13])[CH2:4][C:5]1[CH:10]=[CH:9][C:8]([Cl:11])=[C:7]([Cl:12])[CH:6]=1.[H-].[Na+].C[O:17][CH:18](OC)[CH2:19]Br. Given the product [CH3:1][O:2][C:3](=[O:13])[CH:4]([C:5]1[CH:10]=[CH:9][C:8]([Cl:11])=[C:7]([Cl:12])[CH:6]=1)[CH2:19][CH:18]=[O:17], predict the reactants needed to synthesize it.